Dataset: Peptide-MHC class II binding affinity with 134,281 pairs from IEDB. Task: Regression. Given a peptide amino acid sequence and an MHC pseudo amino acid sequence, predict their binding affinity value. This is MHC class II binding data. (1) The peptide sequence is AAYKLAYKTAEGATP. The MHC is DRB1_0401 with pseudo-sequence DRB1_0401. The binding affinity (normalized) is 0.563. (2) The peptide sequence is ELQVIEKVDAAFKVA. The MHC is DRB1_0101 with pseudo-sequence DRB1_0101. The binding affinity (normalized) is 0.536. (3) The peptide sequence is KMPMYIAGYKTFDGR. The MHC is DRB3_0202 with pseudo-sequence DRB3_0202. The binding affinity (normalized) is 0.182. (4) The peptide sequence is ISLLLIQSWLEPVQF. The MHC is DRB1_0701 with pseudo-sequence DRB1_0701. The binding affinity (normalized) is 0.592. (5) The peptide sequence is SLYNTVATLYCVHQRIEV. The MHC is DRB1_0701 with pseudo-sequence DRB1_0701. The binding affinity (normalized) is 0.597. (6) The peptide sequence is EYIEAAKWLLPPPKV. The MHC is DRB5_0101 with pseudo-sequence DRB5_0101. The binding affinity (normalized) is 0.357. (7) The peptide sequence is EAKYDAYVATVSEAL. The MHC is DRB5_0101 with pseudo-sequence DRB5_0101. The binding affinity (normalized) is 0.383.